From a dataset of Reaction yield outcomes from USPTO patents with 853,638 reactions. Predict the reaction yield, written as a fraction of the theoretical maximum amount of product (1.0 means a 100% yield; for example, 0.34 means a 34% yield). The reactants are [CH3:1][O:2][C:3]1[CH:4]=[C:5]2[C:9](=[CH:10][CH:11]=1)[N:8]([C:12]1[CH:17]=[CH:16][C:15]([O:18][CH3:19])=[CH:14][CH:13]=1)[CH:7]=[CH:6]2.[Al](Cl)(CC)CC.[C:26](Cl)(=[O:28])[CH3:27]. The catalyst is C(Cl)Cl. The product is [CH3:1][O:2][C:3]1[CH:4]=[C:5]2[C:9](=[CH:10][CH:11]=1)[N:8]([C:12]1[CH:17]=[CH:16][C:15]([O:18][CH3:19])=[CH:14][CH:13]=1)[CH:7]=[C:6]2[C:26](=[O:28])[CH3:27]. The yield is 0.710.